Dataset: Forward reaction prediction with 1.9M reactions from USPTO patents (1976-2016). Task: Predict the product of the given reaction. (1) Given the reactants [Cl:1][C:2]1[CH:7]=[CH:6][C:5]([CH2:8][N:9]2[CH2:13][CH2:12][S:11][C:10]2=[NH:14])=[CH:4][N:3]=1.C(N(CC)CC)C.[Br:22][CH2:23][C:24](Cl)=[O:25], predict the reaction product. The product is: [Br:22][CH2:23][C:24](/[N:14]=[C:10]1\[S:11][CH2:12][CH2:13][N:9]\1[CH2:8][C:5]1[CH:4]=[N:3][C:2]([Cl:1])=[CH:7][CH:6]=1)=[O:25]. (2) Given the reactants [Br:1][C:2]1[CH:3]=[N:4][CH:5]=[C:6]2[C:11]=1[N:10]=[C:9]([C:12]([OH:14])=O)[CH:8]=[CH:7]2.[CH2:15]([NH2:21])[C:16]1[O:20][CH:19]=[CH:18][CH:17]=1.C(OP(C#N)(=O)OCC)C.C(N(CC)CC)C, predict the reaction product. The product is: [O:20]1[CH:19]=[CH:18][CH:17]=[C:16]1[CH2:15][NH:21][C:12]([C:9]1[CH:8]=[CH:7][C:6]2[C:11](=[C:2]([Br:1])[CH:3]=[N:4][CH:5]=2)[N:10]=1)=[O:14]. (3) Given the reactants C(O)C.[C:4]([O:7][CH2:8][C:9]1[N:13]2[C:14]3[CH:45]=[CH:44][C:43]([Cl:46])=[CH:42][C:15]=3[C@@H:16]([C:32]3[CH:37]=[CH:36][CH:35]=[C:34]([O:38][CH3:39])[C:33]=3[O:40][CH3:41])[O:17][C@H:18]([CH2:19][CH2:20][N:21]3[N:25]=[N:24][C:23]([CH2:26][C:27]([O:29][CH2:30][CH3:31])=[O:28])=[N:22]3)[C:12]2=[CH:11][CH:10]=1)(=O)[CH3:5].FC(F)(F)C(O)=O, predict the reaction product. The product is: [Cl:46][C:43]1[CH:44]=[CH:45][C:14]2[N:13]3[C:9]([CH2:8][O:7][CH2:4][CH3:5])=[CH:10][CH:11]=[C:12]3[C@@H:18]([CH2:19][CH2:20][N:21]3[N:25]=[N:24][C:23]([CH2:26][C:27]([O:29][CH2:30][CH3:31])=[O:28])=[N:22]3)[O:17][C@H:16]([C:32]3[CH:37]=[CH:36][CH:35]=[C:34]([O:38][CH3:39])[C:33]=3[O:40][CH3:41])[C:15]=2[CH:42]=1. (4) Given the reactants [Cl:1][C:2]1[C:3](=[O:42])[N:4]([CH2:27][CH2:28][C:29]2[CH:41]=[CH:40][C:32]([C:33]([O:35]C(C)(C)C)=[O:34])=[CH:31][CH:30]=2)[C:5]([CH2:9][O:10][C:11]2[CH:16]=[CH:15][CH:14]=[C:13]([O:17][CH2:18][CH2:19][O:20]C3CCCCO3)[CH:12]=2)=[C:6]([Cl:8])[CH:7]=1.Cl.O.C(Cl)(Cl)Cl, predict the reaction product. The product is: [Cl:1][C:2]1[C:3](=[O:42])[N:4]([CH2:27][CH2:28][C:29]2[CH:30]=[CH:31][C:32]([C:33]([OH:35])=[O:34])=[CH:40][CH:41]=2)[C:5]([CH2:9][O:10][C:11]2[CH:16]=[CH:15][CH:14]=[C:13]([O:17][CH2:18][CH2:19][OH:20])[CH:12]=2)=[C:6]([Cl:8])[CH:7]=1.